This data is from Full USPTO retrosynthesis dataset with 1.9M reactions from patents (1976-2016). The task is: Predict the reactants needed to synthesize the given product. (1) Given the product [Cl:1][C:2]1[CH:18]=[CH:17][C:5]([CH2:6][NH:7][C:8]2[N:13]=[C:12]([F:14])[C:11]([CH:15]=[O:16])=[CH:10][CH:9]=2)=[CH:4][CH:3]=1, predict the reactants needed to synthesize it. The reactants are: [Cl:1][C:2]1[CH:18]=[CH:17][C:5]([CH2:6][NH:7][C:8]2[N:13]=[C:12]([F:14])[C:11]([CH2:15][OH:16])=[CH:10][CH:9]=2)=[CH:4][CH:3]=1.CC(OI1(OC(C)=O)(OC(C)=O)OC(=O)C2C=CC=CC1=2)=O.O. (2) Given the product [CH2:11]([O:1][CH2:2][C:3]([CH2:8][O:9][CH2:28][CH2:27][CH2:26][CH2:25][CH2:24][CH2:23][CH2:22][CH2:21][CH2:20][CH2:19][CH2:18][CH2:17][CH2:16][CH2:15][CH2:14][CH2:13][CH2:12][CH3:11])([CH2:6][O:7][CH2:28][CH2:27][CH2:26][CH2:25][CH2:24][CH2:23][CH2:22][CH2:21][CH2:20][CH2:19][CH2:18][CH2:17][CH2:16][CH2:15][CH2:14][CH2:13][CH2:12][CH3:11])[CH2:4][OH:5])[CH2:12][CH2:13][CH2:14][CH2:15][CH2:16][CH2:17][CH2:18][CH2:19][CH2:20][CH2:21][CH2:22][CH2:23][CH2:24][CH2:25][CH2:26][CH2:27][CH3:28], predict the reactants needed to synthesize it. The reactants are: [OH:1][CH2:2][C:3]([CH2:8][OH:9])([CH2:6][OH:7])[CH2:4][OH:5].Br[CH2:11][CH2:12][CH2:13][CH2:14][CH2:15][CH2:16][CH2:17][CH2:18][CH2:19][CH2:20][CH2:21][CH2:22][CH2:23][CH2:24][CH2:25][CH2:26][CH2:27][CH3:28].[H-].[Na+].Cl. (3) Given the product [Cl:8][C:9]1[CH:14]=[CH:13][C:12]([CH2:15][CH2:16][N:4]2[CH2:5][CH2:6][NH:1][C:2](=[O:7])[CH2:3]2)=[CH:11][CH:10]=1, predict the reactants needed to synthesize it. The reactants are: [NH:1]1[CH2:6][CH2:5][NH:4][CH2:3][C:2]1=[O:7].[Cl:8][C:9]1[CH:14]=[CH:13][C:12]([CH2:15][CH2:16]Cl)=[CH:11][CH:10]=1.C([O-])([O-])=O.[K+].[K+]. (4) Given the product [CH3:24][C:23]1([CH3:25])[N:19]([CH2:18][CH2:17][NH:16][C:12]2[N:11]=[C:10]([C:8]3[S:9][C:5]4[CH:4]=[CH:3][C:2]([NH:1][CH2:29][C:30]5[CH:35]=[CH:34][N:33]=[CH:32][CH:31]=5)=[CH:28][C:6]=4[CH:7]=3)[CH:15]=[CH:14][N:13]=2)[C:20](=[O:27])[NH:21][C:22]1=[O:26], predict the reactants needed to synthesize it. The reactants are: [NH2:1][C:2]1[CH:3]=[CH:4][C:5]2[S:9][C:8]([C:10]3[CH:15]=[CH:14][N:13]=[C:12]([NH:16][CH2:17][CH2:18][N:19]4[C:23]([CH3:25])([CH3:24])[C:22](=[O:26])[NH:21][C:20]4=[O:27])[N:11]=3)=[CH:7][C:6]=2[CH:28]=1.[CH:29](=O)[C:30]1[CH:35]=[CH:34][N:33]=[CH:32][CH:31]=1.C(O[BH-](OC(=O)C)OC(=O)C)(=O)C.[Na+]. (5) Given the product [C:1]([C:3]1[N:8]=[CH:7][C:6]([NH:9][C:10]([CH:12]2[NH:16][CH:15]([CH2:17][C:18]([CH3:21])([CH3:20])[CH3:19])[C:14]3([C:29]4[C:24](=[CH:25][C:26]([Cl:30])=[CH:27][CH:28]=4)[NH:23][C:22]3=[O:31])[CH:13]2[C:32]2[CH:37]=[CH:36][CH:35]=[C:34]([Cl:38])[C:33]=2[F:39])=[O:11])=[CH:5][CH:4]=1)(=[O:40])[NH2:2], predict the reactants needed to synthesize it. The reactants are: [C:1]([C:3]1[N:8]=[CH:7][C:6]([NH:9][C:10]([CH:12]2[NH:16][CH:15]([CH2:17][C:18]([CH3:21])([CH3:20])[CH3:19])[C:14]3([C:29]4[C:24](=[CH:25][C:26]([Cl:30])=[CH:27][CH:28]=4)[NH:23][C:22]3=[O:31])[CH:13]2[C:32]2[CH:37]=[CH:36][CH:35]=[C:34]([Cl:38])[C:33]=2[F:39])=[O:11])=[CH:5][CH:4]=1)#[N:2].[OH:40]O.[OH-].[Na+]. (6) Given the product [CH2:16]([N:15]([CH2:8][C:9]1[CH:14]=[CH:13][CH:12]=[CH:11][CH:10]=1)[CH2:2][C:3]([O:5][CH2:6][CH3:7])=[O:4])[C:17]1[CH:22]=[CH:21][CH:20]=[CH:19][CH:18]=1, predict the reactants needed to synthesize it. The reactants are: Cl[CH2:2][C:3]([O:5][CH2:6][CH3:7])=[O:4].[CH2:8]([NH:15][CH2:16][C:17]1[CH:22]=[CH:21][CH:20]=[CH:19][CH:18]=1)[C:9]1[CH:14]=[CH:13][CH:12]=[CH:11][CH:10]=1. (7) The reactants are: Cl[C:2]1[CH:3]=[CH:4][C:5]([F:26])=[C:6]([C:8]2[CH:17]=[C:16]([NH:18][C:19]3[CH:24]=[CH:23][N:22]=[CH:21][C:20]=3[NH2:25])[C:15]3[C:10](=[CH:11][CH:12]=[CH:13][CH:14]=3)[N:9]=2)[CH:7]=1.C(N(CC)CC)C. Given the product [F:26][C:5]1[CH:4]=[CH:3][CH:2]=[CH:7][C:6]=1[C:8]1[CH:17]=[C:16]([NH:18][C:19]2[CH:24]=[CH:23][N:22]=[CH:21][C:20]=2[NH2:25])[C:15]2[C:10](=[CH:11][CH:12]=[CH:13][CH:14]=2)[N:9]=1, predict the reactants needed to synthesize it. (8) The reactants are: [Cl:1][C:2]1[CH:3]=[CH:4][C:5]([C:41]#[N:42])=[C:6]([C:8]2[C:13]([O:14][CH3:15])=[CH:12][N:11]([CH:16]([CH2:33][CH:34]([CH3:39])[C:35]([F:38])([F:37])[F:36])[C:17]([NH:19][C:20]3[CH:32]=[CH:31][C:23]([C:24]([O:26]C(C)(C)C)=[O:25])=[CH:22][CH:21]=3)=[O:18])[C:10](=[O:40])[CH:9]=2)[CH:7]=1.C(O)(C(F)(F)F)=O. Given the product [Cl:1][C:2]1[CH:3]=[CH:4][C:5]([C:41]#[N:42])=[C:6]([C:8]2[C:13]([O:14][CH3:15])=[CH:12][N:11]([CH:16]([CH2:33][CH:34]([CH3:39])[C:35]([F:37])([F:38])[F:36])[C:17]([NH:19][C:20]3[CH:32]=[CH:31][C:23]([C:24]([OH:26])=[O:25])=[CH:22][CH:21]=3)=[O:18])[C:10](=[O:40])[CH:9]=2)[CH:7]=1, predict the reactants needed to synthesize it. (9) The reactants are: [Cl:1][C:2]1[CH:3]=[C:4](/[CH:8]=[CH:9]/[C:10]([N:12]2[CH2:18][CH2:17][C:16](=[O:19])[N:15]([CH2:20][CH:21](OCC)[O:22]CC)[CH2:14][CH2:13]2)=[O:11])[CH:5]=[CH:6][CH:7]=1.C(O)=O.O. Given the product [Cl:1][C:2]1[CH:3]=[C:4](/[CH:8]=[CH:9]/[C:10]([N:12]2[CH2:18][CH2:17][C:16](=[O:19])[N:15]([CH2:20][CH:21]=[O:22])[CH2:14][CH2:13]2)=[O:11])[CH:5]=[CH:6][CH:7]=1, predict the reactants needed to synthesize it. (10) Given the product [F:11][C:12]1[CH:13]=[C:14]([CH2:19][O:20][C:21]2[CH:35]=[CH:34][C:33]([CH2:36][N:1]3[CH2:6][CH2:5][O:4][CH2:3][CH2:2]3)=[CH:32][C:22]=2[C:23]([NH:25][C:26]2[CH:27]=[N:28][CH:29]=[CH:30][CH:31]=2)=[O:24])[CH:15]=[CH:16][C:17]=1[F:18], predict the reactants needed to synthesize it. The reactants are: [NH:1]1[CH2:6][CH2:5][O:4][CH2:3][CH2:2]1.C(O)(=O)C.[F:11][C:12]1[CH:13]=[C:14]([CH2:19][O:20][C:21]2[CH:35]=[CH:34][C:33]([CH:36]=O)=[CH:32][C:22]=2[C:23]([NH:25][C:26]2[CH:27]=[N:28][CH:29]=[CH:30][CH:31]=2)=[O:24])[CH:15]=[CH:16][C:17]=1[F:18].C(O[BH-](OC(=O)C)OC(=O)C)(=O)C.[Na+].C(=O)([O-])O.[Na+].